From a dataset of Forward reaction prediction with 1.9M reactions from USPTO patents (1976-2016). Predict the product of the given reaction. (1) Given the reactants [C:1]([O:5][C:6]([NH:8][CH:9]([CH2:14][S:15][C:16]1[CH:25]=[CH:24][C:23]2[C:18](=[CH:19][CH:20]=[C:21]([Cl:26])[CH:22]=2)[CH:17]=1)[C:10]([O:12]C)=[O:11])=[O:7])([CH3:4])([CH3:3])[CH3:2].[OH-].[Na+], predict the reaction product. The product is: [C:1]([O:5][C:6]([NH:8][CH:9]([CH2:14][S:15][C:16]1[CH:25]=[CH:24][C:23]2[C:18](=[CH:19][CH:20]=[C:21]([Cl:26])[CH:22]=2)[CH:17]=1)[C:10]([OH:12])=[O:11])=[O:7])([CH3:4])([CH3:2])[CH3:3]. (2) The product is: [CH3:17][C@H:15]1[CH2:14][C@H:13]([CH3:18])[O:12][C:11]2([CH2:19][CH2:20][NH:8][CH2:9][C@H:10]2[CH3:21])[O:16]1. Given the reactants C([N:8]1[CH2:20][CH2:19][C:11]2([O:16][C@@H:15]([CH3:17])[CH2:14][C@H:13]([CH3:18])[O:12]2)[C@H:10]([CH3:21])[CH2:9]1)C1C=CC=CC=1.[H][H], predict the reaction product. (3) Given the reactants C(O)C.[Na].[CH2:5]([OH:17])[C@H:6]([OH:16])[C@@H:7](O)[C@H:8]([OH:14])[C:9]([C:11]([OH:13])=[O:12])=[O:10], predict the reaction product. The product is: [O:12]=[C:11]1[O:13][C@H:7]([C@H:6]([CH2:5][OH:17])[OH:16])[C:8]([OH:14])=[C:9]1[OH:10].